From a dataset of Full USPTO retrosynthesis dataset with 1.9M reactions from patents (1976-2016). Predict the reactants needed to synthesize the given product. (1) Given the product [Cl:1][C:2]1[CH:3]=[CH:4][C:5]([N:8]2[C:13](=[O:14])[C:12]3[CH:15]=[N:16][N:17]([C:18]4[CH:19]=[C:20]([CH:23]=[CH:24][CH:25]=4)[C:21]([NH2:43])=[NH:22])[C:11]=3[N:10]=[C:9]2[C:26]2[CH:31]=[CH:30][C:29]([C:32]3[CH:37]=[N:36][CH:35]=[CH:34][N:33]=3)=[CH:28][CH:27]=2)=[CH:6][CH:7]=1, predict the reactants needed to synthesize it. The reactants are: [Cl:1][C:2]1[CH:7]=[CH:6][C:5]([N:8]2[C:13](=[O:14])[C:12]3[CH:15]=[N:16][N:17]([C:18]4[CH:19]=[C:20]([CH:23]=[CH:24][CH:25]=4)[C:21]#[N:22])[C:11]=3[N:10]=[C:9]2[C:26]2[CH:31]=[CH:30][C:29]([C:32]3[CH:37]=[N:36][CH:35]=[CH:34][N:33]=3)=[CH:28][CH:27]=2)=[CH:4][CH:3]=1.Cl.C(=O)([O-])[O-].[NH4+:43].[NH4+]. (2) Given the product [CH:1]1([C:5]([O:7][CH2:14][CH3:15])=[O:6])[CH2:4][CH2:3][CH2:2]1, predict the reactants needed to synthesize it. The reactants are: [CH:1]1([C:5]([OH:7])=[O:6])[CH2:4][CH2:3][CH2:2]1.OS(O)(=O)=O.O.[CH3:14][CH2:15]O. (3) Given the product [CH3:28][C:5]1[CH:6]=[C:7]([C:8]2[CH:13]=[CH:12][CH:11]=[C:10]([N:14]3[C:18]([C:19]([F:21])([F:22])[F:20])=[C:17]([C:23]([OH:25])=[O:24])[CH:16]=[N:15]3)[N:9]=2)[C:2]([O:37][CH2:36][C:35]2[CH:34]=[CH:33][C:32]([C:38]3[CH:43]=[CH:42][C:41]([C:44]([F:45])([F:46])[F:47])=[CH:40][CH:39]=3)=[CH:31][C:30]=2[CH3:29])=[N:3][CH:4]=1, predict the reactants needed to synthesize it. The reactants are: F[C:2]1[C:7]([C:8]2[CH:13]=[CH:12][CH:11]=[C:10]([N:14]3[C:18]([C:19]([F:22])([F:21])[F:20])=[C:17]([C:23]([O:25]CC)=[O:24])[CH:16]=[N:15]3)[N:9]=2)=[CH:6][C:5]([CH3:28])=[CH:4][N:3]=1.[CH3:29][C:30]1[CH:31]=[C:32]([C:38]2[CH:43]=[CH:42][C:41]([C:44]([F:47])([F:46])[F:45])=[CH:40][CH:39]=2)[CH:33]=[CH:34][C:35]=1[CH2:36][OH:37]. (4) Given the product [C:1]([O:5][C:6]([N:8]1[C@@H:12](/[CH:13]=[C:14](/[C:15]2[CH:20]=[CH:19][C:18]([Cl:21])=[CH:17][CH:16]=2)\[CH2:25][CH3:26])[CH2:11][O:10][C:9]1([CH3:24])[CH3:23])=[O:7])([CH3:4])([CH3:3])[CH3:2], predict the reactants needed to synthesize it. The reactants are: [C:1]([O:5][C:6]([N:8]1[C@@H:12](/[CH:13]=[C:14](\Br)/[C:15]2[CH:20]=[CH:19][C:18]([Cl:21])=[CH:17][CH:16]=2)[CH2:11][O:10][C:9]1([CH3:24])[CH3:23])=[O:7])([CH3:4])([CH3:3])[CH3:2].[CH2:25]([Zn]CC)[CH3:26]. (5) Given the product [Cl:1][C:2]1[CH:7]=[C:6]([NH:10][C:11]2[CH:12]=[CH:13][CH:14]=[C:15]3[C:19]=2[C:18](=[O:20])[N:17]([CH3:21])[CH2:16]3)[C:5]([Cl:9])=[CH:4][N:3]=1, predict the reactants needed to synthesize it. The reactants are: [Cl:1][C:2]1[CH:7]=[C:6](I)[C:5]([Cl:9])=[CH:4][N:3]=1.[NH2:10][C:11]1[CH:12]=[CH:13][CH:14]=[C:15]2[C:19]=1[C:18](=[O:20])[N:17]([CH3:21])[CH2:16]2.C(=O)([O-])[O-].[Cs+].[Cs+]. (6) Given the product [C:19]([O:18][C:16]([NH:15][C:13]1[CH:14]=[CH:1][CH:2]=[C:3]2[C:4]=1[CH:5]=[CH:6][C:7]([S:9]([OH:12])(=[O:10])=[O:11])=[CH:8]2)=[O:17])([CH3:22])([CH3:21])[CH3:20], predict the reactants needed to synthesize it. The reactants are: [CH:1]1[CH:14]=[C:13]([NH2:15])[C:4]2[CH:5]=[CH:6][C:7]([S:9]([OH:12])(=[O:11])=[O:10])=[CH:8][C:3]=2[CH:2]=1.[C:16](O[C:16]([O:18][C:19]([CH3:22])([CH3:21])[CH3:20])=[O:17])([O:18][C:19]([CH3:22])([CH3:21])[CH3:20])=[O:17].CCN(CC)CC. (7) Given the product [CH:29]([C@H:9]1[N:8]([C:5]2[N:4]=[C:3]([C:32]([F:35])([F:33])[F:34])[C:2]([CH3:36])=[CH:7][N:6]=2)[CH2:13][CH2:12][N:11]2[C:14]3[CH:20]=[C:19]([S:21]([CH3:24])(=[O:23])=[O:22])[C:18]([C:25]([O:27][CH3:28])=[O:26])=[CH:17][C:15]=3[N:16]=[C:10]12)([CH3:31])[CH3:30], predict the reactants needed to synthesize it. The reactants are: Br[C:2]1[C:3]([C:32]([F:35])([F:34])[F:33])=[N:4][C:5]([N:8]2[CH2:13][CH2:12][N:11]3[C:14]4[CH:20]=[C:19]([S:21]([CH3:24])(=[O:23])=[O:22])[C:18]([C:25]([O:27][CH3:28])=[O:26])=[CH:17][C:15]=4[N:16]=[C:10]3[C@H:9]2[CH:29]([CH3:31])[CH3:30])=[N:6][CH:7]=1.[C:36]([O-])([O-])=O.[K+].[K+].